This data is from Forward reaction prediction with 1.9M reactions from USPTO patents (1976-2016). The task is: Predict the product of the given reaction. (1) Given the reactants [CH2:1]([N:5]1[CH:9]=[C:8]([C:10]2[CH:15]=[CH:14][C:13]([Cl:16])=[CH:12][C:11]=2[Cl:17])[N:7]=[C:6]1[C@H:18]([NH:21][C:22]([CH:24]1[CH2:29][CH2:28][CH:27]([CH2:30][CH3:31])[CH2:26][CH2:25]1)=[O:23])[CH2:19][OH:20])[CH2:2][CH2:3][CH3:4].Br[CH2:33][C:34]1[CH:43]=[CH:42][C:37]([C:38]([O:40]C)=[O:39])=[CH:36][CH:35]=1, predict the reaction product. The product is: [CH2:1]([N:5]1[CH:9]=[C:8]([C:10]2[CH:15]=[CH:14][C:13]([Cl:16])=[CH:12][C:11]=2[Cl:17])[N:7]=[C:6]1[C@H:18]([NH:21][C:22]([CH:24]1[CH2:29][CH2:28][CH:27]([CH2:30][CH3:31])[CH2:26][CH2:25]1)=[O:23])[CH2:19][O:20][CH2:33][C:34]1[CH:43]=[CH:42][C:37]([C:38]([OH:40])=[O:39])=[CH:36][CH:35]=1)[CH2:2][CH2:3][CH3:4]. (2) Given the reactants Br[C:2]1[CH:7]=[CH:6][C:5]([C:8]2[C:19](=[O:20])[NH:18][C:11]3[N:12]=[C:13]([S:16][CH3:17])[N:14]=[CH:15][C:10]=3[CH:9]=2)=[C:4]([Cl:21])[CH:3]=1.CC(OC(/N=N/C(OC(C)C)=O)=O)C.C1C=CC(P(C2C=CC=CC=2)C2C=CC=CC=2)=CC=1.[C:55]([C:57]1([CH2:69][CH2:70]O)[CH2:61][CH2:60][N:59]([C:62]([O:64][C:65]([CH3:68])([CH3:67])[CH3:66])=[O:63])[CH2:58]1)#[N:56].B1(B2OC(C)(C)C(C)(C)O2)OC(C)(C)C(C)(C)O1.CC([O-])=O.[K+].Cl[C:96]1[CH:101]=[CH:100][CH:99]=[C:98]([CH3:102])[N:97]=1, predict the reaction product. The product is: [Cl:21][C:4]1[CH:3]=[C:2]([C:96]2[CH:101]=[CH:100][CH:99]=[C:98]([CH3:102])[N:97]=2)[CH:7]=[CH:6][C:5]=1[C:8]1[C:19](=[O:20])[N:18]([CH2:70][CH2:69][C:57]2([C:55]#[N:56])[CH2:61][CH2:60][N:59]([C:62]([O:64][C:65]([CH3:68])([CH3:67])[CH3:66])=[O:63])[CH2:58]2)[C:11]2[N:12]=[C:13]([S:16][CH3:17])[N:14]=[CH:15][C:10]=2[CH:9]=1. (3) Given the reactants [CH3:1][O:2][C:3]1[C:4]([N+:17]([O-:19])=[O:18])=[C:5]([NH:9][C:10](=[O:16])[O:11][C:12]([CH3:15])([CH3:14])[CH3:13])[CH:6]=[CH:7][CH:8]=1.CS(O[CH2:25][CH2:26][CH2:27][CH2:28][O:29][CH3:30])(=O)=O.C(=O)([O-])[O-].[Cs+].[Cs+], predict the reaction product. The product is: [CH3:30][O:29][CH2:28][CH2:27][CH2:26][CH2:25][N:9]([C:5]1[CH:6]=[CH:7][CH:8]=[C:3]([O:2][CH3:1])[C:4]=1[N+:17]([O-:19])=[O:18])[C:10](=[O:16])[O:11][C:12]([CH3:15])([CH3:13])[CH3:14]. (4) The product is: [CH:1]1([C:7]2[CH:8]=[CH:9][C:10]([C:13]3[O:17][N:16]=[C:15]([C:18]4[O:22][C:21]([CH2:23][N:24]5[CH2:27][CH:26]([C:28]([OH:30])=[O:29])[CH2:25]5)=[CH:20][CH:19]=4)[N:14]=3)=[CH:11][CH:12]=2)[CH2:2][CH2:3][CH2:4][CH2:5][CH2:6]1. Given the reactants [CH:1]1([C:7]2[CH:12]=[CH:11][C:10]([C:13]3[O:17][N:16]=[C:15]([C:18]4[O:22][C:21]([CH2:23][N:24]5[CH2:27][CH:26]([C:28]([O:30]CC)=[O:29])[CH2:25]5)=[CH:20][CH:19]=4)[N:14]=3)=[CH:9][CH:8]=2)[CH2:6][CH2:5][CH2:4][CH2:3][CH2:2]1.O1CCCC1.O.[OH-].[Li+].C(O)(=O)C, predict the reaction product. (5) Given the reactants [Cu]([C:4]#[N:5])C#N.Br[C:7]1[CH:8]=[C:9]([C:18]([O:20][CH2:21][CH3:22])=[O:19])[C:10](=[CH:16][CH:17]=1)[C:11]([O:13][CH2:14][CH3:15])=[O:12], predict the reaction product. The product is: [C:4]([C:17]1[CH:16]=[C:10]([C:11]([O:13][CH2:14][CH3:15])=[O:12])[C:9](=[CH:8][CH:7]=1)[C:18]([O:20][CH2:21][CH3:22])=[O:19])#[N:5].